From a dataset of Forward reaction prediction with 1.9M reactions from USPTO patents (1976-2016). Predict the product of the given reaction. (1) Given the reactants [NH2:1][CH2:2][C:3]1[CH:8]=[C:7]([C:9]([O:11][CH3:12])=[O:10])[CH:6]=[C:5]([CH3:13])[N:4]=1.[F:14][C:15]1[CH:20]=[CH:19][C:18]([CH2:21][N:22]2[C:26]([CH2:27][CH2:28][C:29]([NH2:31])=[O:30])=[CH:25][N:24]=[C:23]2[CH:32]=O)=[CH:17][CH:16]=1, predict the reaction product. The product is: [C:29]([CH2:28][CH2:27][C:26]1[N:22]([CH2:21][C:18]2[CH:17]=[CH:16][C:15]([F:14])=[CH:20][CH:19]=2)[C:23]([CH2:32][NH:1][CH2:2][C:3]2[N:4]=[C:5]([CH3:13])[CH:6]=[C:7]([C:9]([O:11][CH3:12])=[O:10])[CH:8]=2)=[N:24][CH:25]=1)(=[O:30])[NH2:31]. (2) Given the reactants [OH:1][N:2]=[C:3]([C:5]1[CH:10]=[CH:9][CH:8]=[CH:7][N:6]=1)[NH2:4].[CH:11]12[CH2:16][CH:15]1[C:14](=O)[O:13][C:12]2=[O:18], predict the reaction product. The product is: [N:6]1[CH:7]=[CH:8][CH:9]=[CH:10][C:5]=1[C:3]1[N:4]=[C:14]([C@H:15]2[CH2:16][C@H:11]2[C:12]([OH:18])=[O:13])[O:1][N:2]=1. (3) Given the reactants [C:1]([C:3]1[CH:4]=[C:5]([C:13]2[N:18]=[CH:17][C:16]([C:19]3[C:20]([CH2:33][CH3:34])=[C:21]([CH2:25][CH2:26][CH2:27][C:28]([O:30]CC)=[O:29])[CH:22]=[CH:23][CH:24]=3)=[CH:15][N:14]=2)[CH:6]=[CH:7][C:8]=1[CH2:9][CH:10]([CH3:12])[CH3:11])#[N:2].[OH-].[Na+], predict the reaction product. The product is: [C:1]([C:3]1[CH:4]=[C:5]([C:13]2[N:14]=[CH:15][C:16]([C:19]3[C:20]([CH2:33][CH3:34])=[C:21]([CH2:25][CH2:26][CH2:27][C:28]([OH:30])=[O:29])[CH:22]=[CH:23][CH:24]=3)=[CH:17][N:18]=2)[CH:6]=[CH:7][C:8]=1[CH2:9][CH:10]([CH3:12])[CH3:11])#[N:2]. (4) Given the reactants [Br:1][C:2]1[CH:3]=[C:4]([CH:7]=[CH:8][CH:9]=1)[CH:5]=O.[CH3:10][C:11](=O)[CH:12]=[CH2:13].[N:15]1([S:21]([C:24]2[CH:29]=[CH:28][C:27]([NH2:30])=[CH:26][CH:25]=2)(=[O:23])=[O:22])[CH2:20][CH2:19][CH2:18][CH2:17][CH2:16]1, predict the reaction product. The product is: [Br:1][C:2]1[CH:3]=[C:4]([C:5]2[N:30]([C:27]3[CH:28]=[CH:29][C:24]([S:21]([N:15]4[CH2:20][CH2:19][CH2:18][CH2:17][CH2:16]4)(=[O:23])=[O:22])=[CH:25][CH:26]=3)[C:11]([CH3:10])=[CH:12][CH:13]=2)[CH:7]=[CH:8][CH:9]=1. (5) Given the reactants [NH2:1][C@:2]12[CH2:37][CH2:36][C@@H:35]([C:38]([CH3:40])=[CH2:39])[C@@H:3]1[C@@H:4]1[C@@:17]([CH3:20])([CH2:18][CH2:19]2)[C@@:16]2([CH3:21])[C@@H:7]([C@:8]3([CH3:34])[C@@H:13]([CH2:14][CH2:15]2)[C:12]([CH3:23])([CH3:22])[C:11]([C:24]2[CH:33]=[CH:32][C:27]([C:28]([O:30]C)=[O:29])=[CH:26][CH:25]=2)=[CH:10][CH2:9]3)[CH2:6][CH2:5]1.CN(C)CCC(N[C@]12CC[C@@H](C(C)=C)[C@@H]1[C@@H]1[C@@](C)(CC2)[C@@]2(C)[C@@H]([C@]3(C)[C@@H](CC2)C(C)(C)C(C2C=CC(C(O)=O)=CC=2)=CC3)CC1)=O.[O:87]=[C:88]1[CH2:92][CH2:91][CH2:90][N:89]1[CH2:93][C:94](O)=[O:95], predict the reaction product. The product is: [CH3:20][C@:17]12[C@@:16]3([CH3:21])[C@@H:7]([C@:8]4([CH3:34])[C@@H:13]([CH2:14][CH2:15]3)[C:12]([CH3:22])([CH3:23])[C:11]([C:24]3[CH:33]=[CH:32][C:27]([C:28]([OH:30])=[O:29])=[CH:26][CH:25]=3)=[CH:10][CH2:9]4)[CH2:6][CH2:5][C@@H:4]1[C@H:3]1[C@H:35]([C:38]([CH3:40])=[CH2:39])[CH2:36][CH2:37][C@:2]1([NH:1][C:94](=[O:95])[CH2:93][N:89]1[CH2:90][CH2:91][CH2:92][C:88]1=[O:87])[CH2:19][CH2:18]2. (6) Given the reactants [NH2:1][C:2]1[C:7]2=[C:8](Br)[CH:9]=[C:10]([CH:11]3[CH2:16][CH2:15][N:14]([C:17]([O:19][C:20]([CH3:23])([CH3:22])[CH3:21])=[O:18])[CH2:13][CH2:12]3)[N:6]2[N:5]=[CH:4][N:3]=1.[CH2:25]([O:32][C:33]1[CH:34]=[C:35](B(O)O)[CH:36]=[CH:37][CH:38]=1)[C:26]1[CH:31]=[CH:30][CH:29]=[CH:28][CH:27]=1, predict the reaction product. The product is: [NH2:1][C:2]1[C:7]2=[C:8]([C:35]3[CH:36]=[CH:37][CH:38]=[C:33]([O:32][CH2:25][C:26]4[CH:31]=[CH:30][CH:29]=[CH:28][CH:27]=4)[CH:34]=3)[CH:9]=[C:10]([CH:11]3[CH2:16][CH2:15][N:14]([C:17]([O:19][C:20]([CH3:23])([CH3:22])[CH3:21])=[O:18])[CH2:13][CH2:12]3)[N:6]2[N:5]=[CH:4][N:3]=1. (7) Given the reactants [CH3:1][N:2]1[CH:6]=[CH:5][N:4]=[CH:3]1.[Li+].CCC[CH2-].[CH2:12]([N:19]1[CH2:24][CH2:23][C:22]([NH:27][C:28]2[CH:33]=[CH:32][CH:31]=[CH:30][CH:29]=2)(C#N)[CH2:21][CH2:20]1)[C:13]1[CH:18]=[CH:17][CH:16]=[CH:15][CH:14]=1.O, predict the reaction product. The product is: [CH2:12]([N:19]1[CH2:20][CH2:21][C:22]([NH:27][C:28]2[CH:33]=[CH:32][CH:31]=[CH:30][CH:29]=2)([C:3]2[N:2]([CH3:1])[CH:6]=[CH:5][N:4]=2)[CH2:23][CH2:24]1)[C:13]1[CH:14]=[CH:15][CH:16]=[CH:17][CH:18]=1. (8) Given the reactants [N:1]1([CH2:6][C@@H:7]([O:14][C:15]2[CH:24]=[CH:23][C:22]3[C:21](=[O:25])[CH2:20][CH2:19][CH2:18][C:17]=3[C:16]=2[CH2:26][S:27][C:28]2[CH:36]=[CH:35][C:31]([C:32]([OH:34])=O)=[CH:30][CH:29]=2)[C:8]2[CH:13]=[CH:12][CH:11]=[CH:10][CH:9]=2)[CH:5]=[CH:4][N:3]=[CH:2]1.[CH:37]1([NH2:42])[CH2:41][CH2:40][CH2:39][CH2:38]1, predict the reaction product. The product is: [CH:37]1([NH:42][C:32](=[O:34])[C:31]2[CH:35]=[CH:36][C:28]([S:27][CH2:26][C:16]3[C:17]4[CH2:18][CH2:19][CH2:20][C:21](=[O:25])[C:22]=4[CH:23]=[CH:24][C:15]=3[O:14][C@@H:7]([C:8]3[CH:9]=[CH:10][CH:11]=[CH:12][CH:13]=3)[CH2:6][N:1]3[CH:5]=[CH:4][N:3]=[CH:2]3)=[CH:29][CH:30]=2)[CH2:41][CH2:40][CH2:39][CH2:38]1.